This data is from Reaction yield outcomes from USPTO patents with 853,638 reactions. The task is: Predict the reaction yield, written as a fraction of the theoretical maximum amount of product (1.0 means a 100% yield; for example, 0.34 means a 34% yield). The reactants are [CH3:1][C:2]1[C:7]([NH2:8])=[CH:6][CH:5]=[CH:4][N:3]=1.[CH2:9]([C@:11]12[CH2:24][CH2:23][C@:22]([CH2:26]CC)([OH:25])[CH2:21][C@H:20]1[CH:19]=[CH:18][C:17]1[CH:16]=[C:15]([C:29]([O:31]C)=O)[CH:14]=[CH:13][C:12]2=1)[CH3:10].[CH2:33]([C@@:35]12CC[C@@](CCC)(O)C[C@@H]1C=C[C:41]1C=C(C(OC)=O)C=C[C:36]2=1)[CH3:34].[Li+].[CH3:58][Si]([N-][Si](C)(C)C)(C)C. The catalyst is C1(C)C=CC=CC=1. The product is [CH2:9]([C@@:11]12[CH2:24][CH2:23][C@@:22]([CH2:26][CH3:58])([OH:25])[CH2:21][C@@H:20]1[CH:19]=[CH:18][C:17]1[CH:16]=[C:15]([C:29]([NH:8][C:7]3[C:2]([CH3:1])=[N:3][CH:4]=[CH:5][CH:6]=3)=[O:31])[CH:14]=[CH:13][C:12]2=1)[C:10]1[CH:41]=[CH:36][CH:35]=[CH:33][CH:34]=1. The yield is 0.740.